Regression. Given a peptide amino acid sequence and an MHC pseudo amino acid sequence, predict their binding affinity value. This is MHC class II binding data. From a dataset of Peptide-MHC class II binding affinity with 134,281 pairs from IEDB. The peptide sequence is IRDKVQKEYALFYKLDVV. The MHC is DRB1_0401 with pseudo-sequence DRB1_0401. The binding affinity (normalized) is 0.338.